Dataset: Drug-induced liver injury (DILI) classification data. Task: Regression/Classification. Given a drug SMILES string, predict its toxicity properties. Task type varies by dataset: regression for continuous values (e.g., LD50, hERG inhibition percentage) or binary classification for toxic/non-toxic outcomes (e.g., AMES mutagenicity, cardiotoxicity, hepatotoxicity). Dataset: dili. The result is 1 (causes liver injury). The molecule is CN(CC=CC#CC(C)(C)C)Cc1cccc2ccccc12.